From a dataset of Forward reaction prediction with 1.9M reactions from USPTO patents (1976-2016). Predict the product of the given reaction. (1) Given the reactants [CH:1]1([CH:7]([O:35][CH3:36])[C:8]2[CH:30]=[CH:29][C:28]([C:31]([F:34])([F:33])[F:32])=[CH:27][C:9]=2[CH2:10][NH:11][CH2:12][C:13]2[CH:18]=[C:17]([C:19]([F:22])([F:21])[F:20])[CH:16]=[C:15]([C:23]([F:26])([F:25])[F:24])[CH:14]=2)[CH2:6][CH2:5][CH2:4][CH2:3][CH2:2]1.N1C=CC=CC=1.[C:43](Cl)(=[O:45])[CH3:44], predict the reaction product. The product is: [F:24][C:23]([F:26])([F:25])[C:15]1[CH:14]=[C:13]([CH:18]=[C:17]([C:19]([F:20])([F:21])[F:22])[CH:16]=1)[CH2:12][N:11]([CH2:10][C:9]1[CH:27]=[C:28]([C:31]([F:32])([F:33])[F:34])[CH:29]=[CH:30][C:8]=1[CH:7]([CH:1]1[CH2:6][CH2:5][CH2:4][CH2:3][CH2:2]1)[O:35][CH3:36])[C:43](=[O:45])[CH3:44]. (2) Given the reactants [OH:1][C:2]1[CH:7]=[C:6]([O:8][CH2:9][CH2:10][CH3:11])[CH:5]=[CH:4][C:3]=1[CH2:12][CH2:13][C:14]([O:16][CH2:17][CH3:18])=[O:15].[H-].[Na+].Cl[C:22]1[C:27]([Cl:28])=[CH:26][C:25]([C:29]([F:32])([F:31])[F:30])=[CH:24][N:23]=1.O, predict the reaction product. The product is: [Cl:28][C:27]1[C:22]([O:1][C:2]2[CH:7]=[C:6]([O:8][CH2:9][CH2:10][CH3:11])[CH:5]=[CH:4][C:3]=2[CH2:12][CH2:13][C:14]([O:16][CH2:17][CH3:18])=[O:15])=[N:23][CH:24]=[C:25]([C:29]([F:31])([F:30])[F:32])[CH:26]=1. (3) The product is: [CH2:7]([O:6][C:4](=[O:5])[CH:3]([C:9]1[CH:10]=[CH:11][CH:12]=[CH:13][CH:14]=1)[C:2](=[O:1])[C:15]([C:16]1[CH:17]=[CH:18][CH:19]=[CH:20][CH:21]=1)=[CH:27][N:28]([CH3:30])[CH3:29])[CH3:8]. Given the reactants [O:1]=[C:2]([CH2:15][C:16]1[CH:21]=[CH:20][CH:19]=[CH:18][CH:17]=1)[CH:3]([C:9]1[CH:14]=[CH:13][CH:12]=[CH:11][CH:10]=1)[C:4]([O:6][CH2:7][CH3:8])=[O:5].C(O[CH:27](N(C)C)[N:28]([CH3:30])[CH3:29])(C)(C)C, predict the reaction product. (4) The product is: [C:82]([O:81][C:79]([N:73]1[CH2:74][C@@H:75]2[CH2:78][C@H:72]1[CH2:77][N:76]2[C:2]1[C:10]2[C:5](=[CH:6][CH:7]=[CH:8][CH:9]=2)[N:4]([C:11]2[CH:16]=[CH:15][N:14]=[C:13]([NH:17][C@H:18]([C:20]3[CH:25]=[CH:24][CH:23]=[CH:22][CH:21]=3)[CH3:19])[CH:12]=2)[N:3]=1)=[O:80])([CH3:85])([CH3:83])[CH3:84]. Given the reactants Cl[C:2]1[C:10]2[C:5](=[CH:6][CH:7]=[CH:8][CH:9]=2)[N:4]([C:11]2[CH:16]=[CH:15][N:14]=[C:13]([NH:17][CH:18]([C:20]3[CH:25]=[CH:24][CH:23]=[CH:22][CH:21]=3)[CH3:19])[CH:12]=2)[N:3]=1.C1(P(C2C=CC=CC=2)C2C=CC3C(=CC=CC=3)C=2C2C3C(=CC=CC=3)C=CC=2P(C2C=CC=CC=2)C2C=CC=CC=2)C=CC=CC=1.[C@H:72]12[CH2:78][C@H:75]([NH:76][CH2:77]1)[CH2:74][N:73]2[C:79]([O:81][C:82]([CH3:85])([CH3:84])[CH3:83])=[O:80].CC(C)([O-])C.[Na+], predict the reaction product. (5) Given the reactants [CH2:1]([O:8][C:9]([N:11]1[CH2:15][CH2:14][CH2:13][C@H:12]1[C:16]([OH:18])=O)=[O:10])[C:2]1[CH:7]=[CH:6][CH:5]=[CH:4][CH:3]=1.C(Cl)(=O)C([Cl:22])=O, predict the reaction product. The product is: [Cl:22][C:16]([C@@H:12]1[CH2:13][CH2:14][CH2:15][N:11]1[C:9]([O:8][CH2:1][C:2]1[CH:7]=[CH:6][CH:5]=[CH:4][CH:3]=1)=[O:10])=[O:18]. (6) Given the reactants [OH:1][CH2:2][C@@H:3]([C@@H:5]1[C@:13]2([CH3:14])[C@H:8]([C@@H:9]([OH:15])[CH2:10][CH2:11][CH2:12]2)[CH2:7][CH2:6]1)[CH3:4].[C:16](Cl)(=[O:21])[C:17]([CH3:20])([CH3:19])[CH3:18], predict the reaction product. The product is: [C:16]([O:1][CH2:2][C@@H:3]([C@@H:5]1[C@:13]2([CH3:14])[C@H:8]([C@@H:9]([OH:15])[CH2:10][CH2:11][CH2:12]2)[CH2:7][CH2:6]1)[CH3:4])(=[O:21])[C:17]([CH3:20])([CH3:19])[CH3:18]. (7) Given the reactants [CH3:1][C:2]1[CH:3]=[C:4]([CH:6]=[C:7](B2OC(C)(C)C(C)(C)O2)[CH:8]=1)[NH2:5].Br[C:19]1[S:23][C:22]([C:24]2([OH:34])[CH2:33][CH2:32][C:27]3([O:31][CH2:30][CH2:29][O:28]3)[CH2:26][CH2:25]2)=[N:21][CH:20]=1.CC(C1C=C(C(C)C)C(C2C=CC=CC=2P(C2CCCCC2)C2CCCCC2)=C(C(C)C)C=1)C.C(=O)([O-])[O-].[Cs+].[Cs+], predict the reaction product. The product is: [NH2:5][C:4]1[CH:6]=[C:7]([C:19]2[S:23][C:22]([C:24]3([OH:34])[CH2:33][CH2:32][C:27]4([O:31][CH2:30][CH2:29][O:28]4)[CH2:26][CH2:25]3)=[N:21][CH:20]=2)[CH:8]=[C:2]([CH3:1])[CH:3]=1. (8) Given the reactants CO[CH:3]1[C:12]([CH3:14])([CH3:13])[C:11]2[C:6](=[CH:7][CH:8]=[CH:9][CH:10]=2)[C:5](=[O:15])[NH:4]1.P(Cl)(Cl)(Cl)(Cl)Cl, predict the reaction product. The product is: [CH3:13][C:12]1([CH3:14])[C:11]2[C:6](=[CH:7][CH:8]=[CH:9][CH:10]=2)[C:5](=[O:15])[NH:4][CH2:3]1. (9) Given the reactants [CH3:1][N:2]([CH2:4][CH2:5][CH:6]([C:14]1[CH:15]=[CH:16][CH:17]=[CH:18][N:19]=1)[C:7]1[CH:8]=[CH:9][C:10]([Cl:13])=[CH:11][CH:12]=1)[CH3:3].C(/C(O)=O)=C/C(O)=O, predict the reaction product. The product is: [CH3:1][N:2]([CH2:4][CH2:5][CH:6]([C:14]1[CH:15]=[CH:16][CH:17]=[CH:18][N:19]=1)[C:7]1[CH:12]=[CH:11][C:10]([Cl:13])=[CH:9][CH:8]=1)[CH3:3].